This data is from Reaction yield outcomes from USPTO patents with 853,638 reactions. The task is: Predict the reaction yield, written as a fraction of the theoretical maximum amount of product (1.0 means a 100% yield; for example, 0.34 means a 34% yield). The reactants are [N:1]1([CH2:7][CH2:8][CH2:9][O:10][C:11]2[CH:18]=[CH:17][C:14]([CH:15]=O)=[CH:13][CH:12]=2)[CH2:6][CH2:5][CH2:4][CH2:3][CH2:2]1.[NH:19]1[CH2:24][CH2:23][CH:22]([NH:25][C:26]2[CH:31]=[CH:30][CH:29]=[CH:28][N:27]=2)[CH2:21][CH2:20]1.C(O[BH-](OC(=O)C)OC(=O)C)(=O)C.[Na+].[OH-].[Na+].[CH2:48]([Cl:50])[Cl:49]. The catalyst is C(O)(=O)C. The product is [NH3:1].[CH2:48]([Cl:50])[Cl:49].[N:1]1([CH2:7][CH2:8][CH2:9][O:10][C:11]2[CH:18]=[CH:17][C:14]([CH2:15][N:19]3[CH2:24][CH2:23][CH:22]([NH:25][C:26]4[CH:31]=[CH:30][CH:29]=[CH:28][N:27]=4)[CH2:21][CH2:20]3)=[CH:13][CH:12]=2)[CH2:6][CH2:5][CH2:4][CH2:3][CH2:2]1. The yield is 0.0300.